From a dataset of Full USPTO retrosynthesis dataset with 1.9M reactions from patents (1976-2016). Predict the reactants needed to synthesize the given product. (1) Given the product [CH:19]1([N:11]2[CH2:12][CH2:13][NH:8][C@H:9]([CH3:14])[CH2:10]2)[CH2:22][CH2:21][CH2:20]1, predict the reactants needed to synthesize it. The reactants are: C([N:8]1[CH2:13][CH2:12][NH:11][CH2:10][C@H:9]1[CH3:14])(OC(C)(C)C)=O.C(O)(=O)C.[C:19]1(=O)[CH2:22][CH2:21][CH2:20]1.[BH-](OC(C)=O)(OC(C)=O)OC(C)=O.[Na+]. (2) Given the product [Cl:1][C:2]1[CH:3]=[C:4]([C:9]2([CH:15]([NH:22][CH3:21])[CH3:16])[CH2:14][CH2:13][CH2:12][CH2:11][CH2:10]2)[CH:5]=[CH:6][C:7]=1[Cl:8], predict the reactants needed to synthesize it. The reactants are: [Cl:1][C:2]1[CH:3]=[C:4]([C:9]2([C:15](=O)[CH3:16])[CH2:14][CH2:13][CH2:12][CH2:11][CH2:10]2)[CH:5]=[CH:6][C:7]=1[Cl:8].CN.[BH3-][C:21]#[N:22].[Na+]. (3) Given the product [ClH:9].[CH2:10]([NH:17][N:18]=[C:6]([CH3:7])[CH2:5][S:2]([CH3:1])(=[O:4])=[O:3])[C:11]1[CH:16]=[CH:15][CH:14]=[CH:13][CH:12]=1, predict the reactants needed to synthesize it. The reactants are: [CH3:1][S:2]([CH2:5][C:6](=O)[CH3:7])(=[O:4])=[O:3].[ClH:9].[CH2:10]([NH:17][NH2:18])[C:11]1[CH:16]=[CH:15][CH:14]=[CH:13][CH:12]=1. (4) Given the product [N:27]1([C:31]([C:33]2[S:37][C:36]([O:7][C:8]3[CH:9]=[C:10]([CH:20]=[C:21]([O:23][CH:24]([CH3:26])[CH3:25])[CH:22]=3)[C:11]([NH:13][C:14]3[CH:18]=[CH:17][N:16]([CH3:19])[N:15]=3)=[O:12])=[N:35][CH:34]=2)=[O:32])[CH2:28][CH2:29][CH2:30]1, predict the reactants needed to synthesize it. The reactants are: C(=O)([O-])[O-].[Cs+].[Cs+].[OH:7][C:8]1[CH:9]=[C:10]([CH:20]=[C:21]([O:23][CH:24]([CH3:26])[CH3:25])[CH:22]=1)[C:11]([NH:13][C:14]1[CH:18]=[CH:17][N:16]([CH3:19])[N:15]=1)=[O:12].[N:27]1([C:31]([C:33]2[S:37][C:36](Cl)=[N:35][CH:34]=2)=[O:32])[CH2:30][CH2:29][CH2:28]1. (5) Given the product [CH2:8]1[CH:9]2[N:5]([CH2:4][CH2:3][C:2](=[O:1])[CH2:10]2)[CH2:6][CH2:7]1, predict the reactants needed to synthesize it. The reactants are: [O:1]=[C:2]1[CH:10](C(OCC)=O)[CH:9]2[N:5]([CH2:6][CH2:7][CH2:8]2)[CH2:4][CH:3]1C(OCC)=O.N. (6) Given the product [CH3:1][O:2][C:3]1[C:4]([CH2:12][N:13]([CH3:14])[CH3:15])=[C:5]2[C:9](=[CH:10][CH:11]=1)[N:8]([S:23]([C:19]1[CH:18]=[N:17][CH:22]=[CH:21][CH:20]=1)(=[O:25])=[O:24])[CH:7]=[CH:6]2, predict the reactants needed to synthesize it. The reactants are: [CH3:1][O:2][C:3]1[C:4]([CH2:12][N:13]([CH3:15])[CH3:14])=[C:5]2[C:9](=[CH:10][CH:11]=1)[NH:8][CH:7]=[CH:6]2.Cl.[N:17]1[CH:22]=[CH:21][CH:20]=[C:19]([S:23](Cl)(=[O:25])=[O:24])[CH:18]=1.